From a dataset of Full USPTO retrosynthesis dataset with 1.9M reactions from patents (1976-2016). Predict the reactants needed to synthesize the given product. (1) Given the product [CH2:10]([S:12]([C:15]1[CH:16]=[C:17]([C:21]2[C:26]3[C:27]4[CH:33]=[C:32]([CH3:34])[CH:31]=[N:30][C:28]=4[NH:29][C:25]=3[C:24]([O:35][CH2:36][CH:37]3[CH2:38][CH2:1][N:2]([CH3:7])[CH2:3][CH2:4]3)=[N:23][CH:22]=2)[CH:18]=[CH:19][CH:20]=1)(=[O:14])=[O:13])[CH3:11], predict the reactants needed to synthesize it. The reactants are: [CH3:1][N:2]1[CH2:7]CC[CH:4](CO)[CH2:3]1.[CH2:10]([S:12]([C:15]1[CH:16]=[C:17]([C:21]2[C:26]3[C:27]4[CH:33]=[C:32]([CH3:34])[CH:31]=[N:30][C:28]=4[NH:29][C:25]=3[C:24]([O:35][CH2:36][CH2:37][CH2:38]N(C)C)=[N:23][CH:22]=2)[CH:18]=[CH:19][CH:20]=1)(=[O:14])=[O:13])[CH3:11]. (2) Given the product [Cl:104][C:91]1[C:92]([CH2:94][C:95]2[CH:96]=[CH:97][C:98]([O:101][CH2:102][CH3:103])=[CH:99][CH:100]=2)=[CH:93][C:88]([C@H:69]2[C@H:70]([O:80][CH2:81][C:82]3[CH:87]=[CH:86][CH:85]=[CH:84][CH:83]=3)[C@@H:71]([O:72][CH2:73][C:74]3[CH:79]=[CH:78][CH:77]=[CH:76][CH:75]=3)[C@H:66]([O:65][CH2:58][C:59]3[CH:60]=[CH:61][CH:62]=[CH:63][CH:64]=3)[C@@H:67]([CH2:109][O:110][CH2:111][C:112]3[CH:113]=[CH:114][CH:115]=[CH:116][CH:117]=3)[O:68]2)=[C:89]([O:107][CH3:108])[C:90]=1[OH:105], predict the reactants needed to synthesize it. The reactants are: ClC1C(CC2C=CC(OCC)=CC=2)=CC([C@H]2[C@H](OCC3C=CC=CC=3)[C@@H](OCC3C=CC=CC=3)[C@H](OCC3C=CC=CC=3)[C@@H](COCC3C=CC=CC=3)O2)=CC=1O.[CH2:58]([O:65][C@H:66]1[C@H:71]([O:72][CH2:73][C:74]2[CH:79]=[CH:78][CH:77]=[CH:76][CH:75]=2)[C@@H:70]([O:80][CH2:81][C:82]2[CH:87]=[CH:86][CH:85]=[CH:84][CH:83]=2)[C@H:69]([C:88]2[CH:93]=[C:92]([CH2:94][C:95]3[CH:100]=[CH:99][C:98]([O:101][CH2:102][CH3:103])=[CH:97][CH:96]=3)[C:91]([Cl:104])=[C:90]([O:105]C)[C:89]=2[O:107][CH3:108])[O:68][C@@H:67]1[CH2:109][O:110][CH2:111][C:112]1[CH:117]=[CH:116][CH:115]=[CH:114][CH:113]=1)[C:59]1[CH:64]=[CH:63][CH:62]=[CH:61][CH:60]=1. (3) Given the product [C:34]([N:37]1[CH2:38][CH2:39][CH:40]([C:43]([N:12]2[CH2:13][CH2:14][C@H:15]([NH:16][CH2:17][C:18]3[CH:19]=[C:20]([C:26]4[CH:27]=[CH:28][C:29]([C:32]#[N:33])=[CH:30][CH:31]=4)[CH:21]=[CH:22][C:23]=3[O:24][CH3:25])[C@H:10]([C:7]3[CH:8]=[CH:9][C:4]([F:3])=[CH:5][CH:6]=3)[CH2:11]2)=[O:44])[CH2:41][CH2:42]1)(=[O:36])[CH3:35], predict the reactants needed to synthesize it. The reactants are: Cl.Cl.[F:3][C:4]1[CH:9]=[CH:8][C:7]([C@H:10]2[C@@H:15]([NH:16][CH2:17][C:18]3[CH:19]=[C:20]([C:26]4[CH:31]=[CH:30][C:29]([C:32]#[N:33])=[CH:28][CH:27]=4)[CH:21]=[CH:22][C:23]=3[O:24][CH3:25])[CH2:14][CH2:13][NH:12][CH2:11]2)=[CH:6][CH:5]=1.[C:34]([N:37]1[CH2:42][CH2:41][CH:40]([C:43](O)=[O:44])[CH2:39][CH2:38]1)(=[O:36])[CH3:35]. (4) Given the product [Br:1][CH:22]1[C:21]2[CH:20]=[CH:19][CH:18]=[CH:17][C:16]=2[CH2:23]1, predict the reactants needed to synthesize it. The reactants are: [Br:1]N1C(=O)CCC1=O.ClC1C=CC=CC=1.[C:16]12[CH2:23][CH2:22][C:21]=1[CH:20]=[CH:19][CH:18]=[CH:17]2. (5) Given the product [N:6]1[CH:7]=[CH:8][C:3]([CH2:2][N:16]2[C:24]3[C:19](=[CH:20][CH:21]=[C:22]([CH2:25][C:26]([OH:28])=[O:27])[CH:23]=3)[CH:18]=[CH:17]2)=[CH:4][CH:5]=1.[CH2:9]([N:16]1[C:24]2[C:19](=[CH:20][CH:21]=[C:22]([CH2:25][C:26]([OH:28])=[O:27])[CH:23]=2)[CH:18]=[CH:17]1)[C:10]1[CH:11]=[CH:12][CH:13]=[CH:14][CH:15]=1, predict the reactants needed to synthesize it. The reactants are: Cl[CH2:2][C:3]1[CH:8]=[CH:7][N:6]=[CH:5][CH:4]=1.[CH2:9]([N:16]1[C:24]2[C:19](=[CH:20][CH:21]=[C:22]([CH2:25][C:26]([OH:28])=[O:27])[CH:23]=2)[CH:18]=[CH:17]1)[C:10]1[CH:15]=[CH:14][CH:13]=[CH:12][CH:11]=1.